Task: Predict the product of the given reaction.. Dataset: Forward reaction prediction with 1.9M reactions from USPTO patents (1976-2016) (1) Given the reactants [CH:1]1([CH:6]=[C:7]2[CH2:16][CH2:15][C:14]3[CH:13]=[C:12]([C:17]([O:19]C)=[O:18])[CH:11]=[CH:10][C:9]=3[C:8]2=O)[CH2:5][CH2:4][CH2:3][CH2:2]1.Cl.[NH:23]([C:25]1[CH:32]=[CH:31][C:28]([C:29]#[N:30])=[C:27]([CH3:33])[CH:26]=1)[NH2:24].C(O)C, predict the reaction product. The product is: [C:29]([C:28]1[CH:31]=[CH:32][C:25]([N:23]2[CH:6]([CH:1]3[CH2:2][CH2:3][CH2:4][CH2:5]3)[CH:7]3[C:8]([C:9]4[CH:10]=[CH:11][C:12]([C:17]([OH:19])=[O:18])=[CH:13][C:14]=4[CH2:15][CH2:16]3)=[N:24]2)=[CH:26][C:27]=1[CH3:33])#[N:30]. (2) The product is: [F:13][CH:14]([S:15]([C:18]1[CH:19]=[CH:20][CH:21]=[CH:22][CH:23]=1)(=[O:16])=[O:17])[CH:40]([C@H:36]1[CH2:35][N:34]([C@@H:32]([C:29]2[CH:28]=[CH:27][C:26]([O:25][CH3:24])=[CH:31][CH:30]=2)[CH3:33])[C:38](=[O:39])[CH2:37]1)[OH:41]. Given the reactants C(NC(C)C)(C)C.C([Li])CCC.[F:13][CH2:14][S:15]([C:18]1[CH:23]=[CH:22][CH:21]=[CH:20][CH:19]=1)(=[O:17])=[O:16].[CH3:24][O:25][C:26]1[CH:31]=[CH:30][C:29]([C@H:32]([N:34]2[C:38](=[O:39])[CH2:37][C@@H:36]([CH:40]=[O:41])[CH2:35]2)[CH3:33])=[CH:28][CH:27]=1, predict the reaction product.